This data is from Full USPTO retrosynthesis dataset with 1.9M reactions from patents (1976-2016). The task is: Predict the reactants needed to synthesize the given product. (1) Given the product [Br:14][C:15]1[CH:16]=[N:17][CH:18]=[C:19]([N+:22]([O-:24])=[O:23])[C:20]=1[CH3:1], predict the reactants needed to synthesize it. The reactants are: [C:1](OCC)(=O)CC(OCC)=O.[H-].[Na+].[Br:14][C:15]1[CH:16]=[N:17][CH:18]=[C:19]([N+:22]([O-:24])=[O:23])[C:20]=1Cl. (2) Given the product [OH:1][C:2]1[CH:7]=[C:6]([OH:8])[CH:5]=[CH:4][C:3]=1[C:9](=[O:20])[CH:10]([C:12]1[CH:17]=[CH:16][C:15]([OH:18])=[C:14]([OH:19])[CH:13]=1)[CH3:11], predict the reactants needed to synthesize it. The reactants are: [OH:1][C:2]1[CH:7]=[C:6]([OH:8])[CH:5]=[CH:4][C:3]=1[C:9](=[O:20])[C:10]([C:12]1[CH:17]=[CH:16][C:15]([OH:18])=[C:14]([OH:19])[CH:13]=1)=[CH2:11].[H][H]. (3) Given the product [ClH:43].[ClH:43].[CH3:1][NH:2][CH2:10][C:11]1[CH:15]=[C:14]([C:16]2[C:20]([CH3:21])=[CH:19][S:18][CH:17]=2)[N:13]([S:22]([C:25]2[CH:26]=[N:27][CH:28]=[CH:29][CH:30]=2)(=[O:23])=[O:24])[CH:12]=1, predict the reactants needed to synthesize it. The reactants are: [CH3:1][N:2]([CH2:10][C:11]1[CH:15]=[C:14]([C:16]2[C:20]([CH3:21])=[CH:19][S:18][CH:17]=2)[N:13]([S:22]([C:25]2[CH:26]=[N:27][CH:28]=[CH:29][CH:30]=2)(=[O:24])=[O:23])[CH:12]=1)C(=O)OC(C)(C)C.FC(F)(F)C(O)=O.C(=O)([O-])O.[Na+].[Cl:43]CCl.